This data is from Full USPTO retrosynthesis dataset with 1.9M reactions from patents (1976-2016). The task is: Predict the reactants needed to synthesize the given product. (1) Given the product [N:31]1([S:35]([C:2]2[CH:3]=[C:4]([CH:24]=[C:25]([C:27]([F:30])([F:29])[F:28])[CH:26]=2)[C:5]([N:7]([C:9]2[CH:10]=[N:11][CH:12]=[CH:13][C:14]=2[C:15]2[CH:20]=[CH:19][C:18]([F:21])=[CH:17][C:16]=2[O:22][CH3:23])[CH3:8])=[O:6])(=[O:37])=[O:36])[CH2:34][CH2:33][CH2:32]1, predict the reactants needed to synthesize it. The reactants are: F[C:2]1[CH:3]=[C:4]([CH:24]=[C:25]([C:27]([F:30])([F:29])[F:28])[CH:26]=1)[C:5]([N:7]([C:9]1[CH:10]=[N:11][CH:12]=[CH:13][C:14]=1[C:15]1[CH:20]=[CH:19][C:18]([F:21])=[CH:17][C:16]=1[O:22][CH3:23])[CH3:8])=[O:6].[N:31]1([S:35](C2C=C(C=C(C(F)(F)F)C=2)C(O)=O)(=[O:37])=[O:36])[CH2:34][CH2:33][CH2:32]1. (2) Given the product [N+:8]([C:7]1[C:2]([NH:11][C:12]2[CH:13]=[C:14]([CH3:18])[CH:15]=[CH:16][CH:17]=2)=[N:3][CH:4]=[CH:5][CH:6]=1)([O-:10])=[O:9], predict the reactants needed to synthesize it. The reactants are: Cl[C:2]1[C:7]([N+:8]([O-:10])=[O:9])=[CH:6][CH:5]=[CH:4][N:3]=1.[NH2:11][C:12]1[CH:17]=[CH:16][CH:15]=[C:14]([CH3:18])[CH:13]=1.C(N(CC)CC)C.C(O)CCC. (3) Given the product [Si:1]([O:8][CH2:9][CH2:10][CH2:11][C:12]1[CH:17]=[C:16]([CH:18]=[O:19])[N:15]=[C:14]([C:20]([O:22][CH3:23])=[O:21])[CH:13]=1)([C:4]([CH3:5])([CH3:7])[CH3:6])([CH3:2])[CH3:3], predict the reactants needed to synthesize it. The reactants are: [Si:1]([O:8][CH2:9][CH2:10][CH2:11][C:12]1[CH:17]=[C:16]([CH2:18][OH:19])[N:15]=[C:14]([C:20]([O:22][CH3:23])=[O:21])[CH:13]=1)([C:4]([CH3:7])([CH3:6])[CH3:5])([CH3:3])[CH3:2]. (4) The reactants are: [Br:1][C:2]1[N:7]=[C:6]([N:8]([CH2:12][C:13]2[CH:18]=[CH:17][C:16]([C:19]#[N:20])=[CH:15][C:14]=2[Cl:21])[C:9](=O)[CH3:10])[C:5]([N+:22]([O-])=O)=[CH:4][CH:3]=1.C(O)(=O)C. Given the product [Br:1][C:2]1[N:7]=[C:6]2[N:8]([CH2:12][C:13]3[CH:18]=[CH:17][C:16]([C:19]#[N:20])=[CH:15][C:14]=3[Cl:21])[C:9]([CH3:10])=[N:22][C:5]2=[CH:4][CH:3]=1, predict the reactants needed to synthesize it. (5) Given the product [CH:46]([C:49]1[CH:54]=[CH:53][CH:52]=[C:51]([CH:55]([CH3:56])[CH3:57])[C:50]=1[NH:58][C:59](=[O:60])[N:39]([CH2:20][C:19]1[CH:22]=[CH:23][C:16]([OH:15])=[CH:17][CH:18]=1)[CH2:38][C:32]1([C:29]2[CH:28]=[CH:27][C:26]([O:25][CH3:24])=[CH:31][N:30]=2)[CH2:37][CH2:36][CH2:35][CH2:34][CH2:33]1)([CH3:47])[CH3:48], predict the reactants needed to synthesize it. The reactants are: C(O[BH-](OC(=O)C)OC(=O)C)(=O)C.[Na+].[OH:15][C:16]1[CH:23]=[CH:22][C:19]([CH:20]=O)=[CH:18][CH:17]=1.[CH3:24][O:25][C:26]1[CH:27]=[CH:28][C:29]([C:32]2([CH2:38][NH2:39])[CH2:37][CH2:36][CH2:35][CH2:34][CH2:33]2)=[N:30][CH:31]=1.C(=O)([O-])[O-].[Na+].[Na+].[CH:46]([C:49]1[CH:54]=[CH:53][CH:52]=[C:51]([CH:55]([CH3:57])[CH3:56])[C:50]=1[N:58]=[C:59]=[O:60])([CH3:48])[CH3:47]. (6) The reactants are: Cl[C:2]1[S:22][C:5]2=[N:6][C:7]([CH2:11][N:12]3[C:16]([Cl:17])=[CH:15][C:14]([C:18]([F:21])([F:20])[F:19])=[N:13]3)=[CH:8][C:9](=[O:10])[N:4]2[C:3]=1[C:23]([NH:25][CH2:26][CH3:27])=[O:24].[CH:28](B1OC(C)(C)C(C)(C)O1)=[CH2:29].C(=O)([O-])[O-].[Na+].[Na+]. Given the product [Cl:17][C:16]1[N:12]([CH2:11][C:7]2[N:6]=[C:5]3[S:22][C:2]([CH:28]=[CH2:29])=[C:3]([C:23]([NH:25][CH2:26][CH3:27])=[O:24])[N:4]3[C:9](=[O:10])[CH:8]=2)[N:13]=[C:14]([C:18]([F:21])([F:20])[F:19])[CH:15]=1, predict the reactants needed to synthesize it. (7) Given the product [C:28]1([NH:27][C:25](=[O:26])[NH:24][C:21]2[CH:22]=[CH:23][C:18]([CH2:17][C:14]3[CH:13]=[CH:12][C:11]([NH2:10])=[CH:16][CH:15]=3)=[CH:19][CH:20]=2)[CH:33]=[CH:32][CH:31]=[CH:30][CH:29]=1, predict the reactants needed to synthesize it. The reactants are: C(OC(=O)[NH:10][C:11]1[CH:16]=[CH:15][C:14]([CH2:17][C:18]2[CH:23]=[CH:22][C:21]([NH:24][C:25]([NH:27][C:28]3[CH:33]=[CH:32][CH:31]=[CH:30][CH:29]=3)=[O:26])=[CH:20][CH:19]=2)=[CH:13][CH:12]=1)C1C=CC=CC=1.